This data is from Full USPTO retrosynthesis dataset with 1.9M reactions from patents (1976-2016). The task is: Predict the reactants needed to synthesize the given product. (1) Given the product [OH:1][C:2]1[CH:8]=[C:7]([N+:9]([O-:11])=[O:10])[CH:6]=[CH:5][C:3]=1[NH:4][C:21]([NH:20][C:14]1[C:15]([CH3:19])=[CH:16][CH:17]=[CH:18][C:13]=1[Cl:12])=[O:22], predict the reactants needed to synthesize it. The reactants are: [OH:1][C:2]1[CH:8]=[C:7]([N+:9]([O-:11])=[O:10])[CH:6]=[CH:5][C:3]=1[NH2:4].[Cl:12][C:13]1[CH:18]=[CH:17][CH:16]=[C:15]([CH3:19])[C:14]=1[N:20]=[C:21]=[O:22]. (2) Given the product [Cl:19][C:16]([F:18])([F:17])[O:15][C:12]1[CH:13]=[CH:14][C:9]([NH:8][C:6](=[O:7])[C:5]2[CH:20]=[C:21]([C:22]3[NH:26][N:25]=[CH:24][CH:23]=3)[C:2]([N:33]3[CH2:38][CH2:37][CH:36]([OH:39])[CH2:35][CH2:34]3)=[N:3][CH:4]=2)=[CH:10][CH:11]=1, predict the reactants needed to synthesize it. The reactants are: Cl[C:2]1[C:21]([C:22]2[N:26](C3CCCCO3)[N:25]=[CH:24][CH:23]=2)=[CH:20][C:5]([C:6]([NH:8][C:9]2[CH:14]=[CH:13][C:12]([O:15][C:16]([Cl:19])([F:18])[F:17])=[CH:11][CH:10]=2)=[O:7])=[CH:4][N:3]=1.[NH:33]1[CH2:38][CH2:37][CH:36]([OH:39])[CH2:35][CH2:34]1.CCN(C(C)C)C(C)C.Cl.C([O-])(O)=O.[Na+]. (3) Given the product [CH2:19]([C:16]1[CH:17]=[CH:18][C:13]([O:12][C@@H:9]2[CH2:10][CH2:11][N:7]([CH2:6][CH2:5][CH2:4][C:3]([NH2:27])=[O:2])[CH2:8]2)=[CH:14][CH:15]=1)[C:20]1[CH:25]=[CH:24][CH:23]=[CH:22][CH:21]=1, predict the reactants needed to synthesize it. The reactants are: C[O:2][C:3](=O)[CH2:4][CH2:5][CH2:6][N:7]1[CH2:11][CH2:10][C@@H:9]([O:12][C:13]2[CH:18]=[CH:17][C:16]([CH2:19][C:20]3[CH:25]=[CH:24][CH:23]=[CH:22][CH:21]=3)=[CH:15][CH:14]=2)[CH2:8]1.[NH3:27]. (4) Given the product [OH:41][CH:27]([CH2:28][N:29]1[CH2:34][CH2:33][CH:32]([N:35]2[CH2:39][CH2:38][CH2:37][C:36]2=[O:40])[CH2:31][CH2:30]1)[CH2:26][N:15]1[C:16]2[CH2:21][CH2:20][N:19]([S:22]([CH3:25])(=[O:24])=[O:23])[CH2:18][C:17]=2[C:13]([C:11]2[CH:10]=[CH:9][C:8]([C:42]([F:44])([F:45])[F:43])=[C:7]([S:6][CH2:5][C:4]([OH:46])=[O:3])[CH:12]=2)=[N:14]1, predict the reactants needed to synthesize it. The reactants are: C([O:3][C:4](=[O:46])[CH2:5][S:6][C:7]1[CH:12]=[C:11]([C:13]2[C:17]3[CH2:18][N:19]([S:22]([CH3:25])(=[O:24])=[O:23])[CH2:20][CH2:21][C:16]=3[N:15]([CH2:26][CH:27]([OH:41])[CH2:28][N:29]3[CH2:34][CH2:33][CH:32]([N:35]4[CH2:39][CH2:38][CH2:37][C:36]4=[O:40])[CH2:31][CH2:30]3)[N:14]=2)[CH:10]=[CH:9][C:8]=1[C:42]([F:45])([F:44])[F:43])C.[OH-].[K+].